From a dataset of Catalyst prediction with 721,799 reactions and 888 catalyst types from USPTO. Predict which catalyst facilitates the given reaction. (1) Reactant: [Br:1][C:2]1[N:6]2[CH2:7][CH2:8][N:9]([C:11]([C:13]3[CH:18]=[CH:17][CH:16]=[C:15]([C:19]([F:22])([F:21])[F:20])[C:14]=3[Cl:23])=[O:12])[CH2:10][C:5]2=[N:4][CH:3]=1.C1C(=O)N([Cl:31])C(=O)C1. Product: [Br:1][C:2]1[N:6]2[CH2:7][CH2:8][N:9]([C:11]([C:13]3[CH:18]=[CH:17][CH:16]=[C:15]([C:19]([F:21])([F:22])[F:20])[C:14]=3[Cl:23])=[O:12])[CH2:10][C:5]2=[N:4][C:3]=1[Cl:31]. The catalyst class is: 9. (2) Reactant: [CH2:1]([O:8][C:9]([N:11]1[CH2:16][CH2:15][C@H:14]([CH2:17][NH2:18])[C@H:13]([OH:19])[CH2:12]1)=[O:10])[C:2]1[CH:7]=[CH:6][CH:5]=[CH:4][CH:3]=1.Cl[C:21]1[CH:26]=[CH:25][N:24]=[CH:23][CH:22]=1. Product: [CH2:1]([O:8][C:9]([N:11]1[CH2:16][CH2:15][C@H:14]([CH2:17][NH:18][C:21]2[CH:26]=[CH:25][N:24]=[CH:23][CH:22]=2)[C@H:13]([OH:19])[CH2:12]1)=[O:10])[C:2]1[CH:3]=[CH:4][CH:5]=[CH:6][CH:7]=1. The catalyst class is: 32.